Regression. Given a peptide amino acid sequence and an MHC pseudo amino acid sequence, predict their binding affinity value. This is MHC class I binding data. From a dataset of Peptide-MHC class I binding affinity with 185,985 pairs from IEDB/IMGT. (1) The peptide sequence is LLMLCLHHA. The MHC is HLA-A02:06 with pseudo-sequence HLA-A02:06. The binding affinity (normalized) is 0.759. (2) The peptide sequence is RAWDPQPAM. The MHC is HLA-A02:19 with pseudo-sequence HLA-A02:19. The binding affinity (normalized) is 0.0847. (3) The peptide sequence is VHDREGNEV. The MHC is HLA-B27:05 with pseudo-sequence HLA-B27:05. The binding affinity (normalized) is 0.0847. (4) The peptide sequence is RADEEQQQA. The MHC is HLA-B44:03 with pseudo-sequence HLA-B44:03. The binding affinity (normalized) is 0. (5) The peptide sequence is YTVKYPNC. The MHC is H-2-Kb with pseudo-sequence H-2-Kb. The binding affinity (normalized) is 0.286. (6) The peptide sequence is FMSRKLHRY. The MHC is HLA-B46:01 with pseudo-sequence HLA-B46:01. The binding affinity (normalized) is 0.0847. (7) The binding affinity (normalized) is 0.562. The MHC is HLA-A02:03 with pseudo-sequence HLA-A02:03. The peptide sequence is VIADYNYKL. (8) The peptide sequence is VKSMILHEI. The MHC is HLA-B27:05 with pseudo-sequence HLA-B27:05. The binding affinity (normalized) is 0. (9) The MHC is HLA-A02:02 with pseudo-sequence HLA-A02:02. The peptide sequence is LITLILSNKL. The binding affinity (normalized) is 0.499. (10) The peptide sequence is RPRCAYLPF. The MHC is HLA-A03:01 with pseudo-sequence HLA-A03:01. The binding affinity (normalized) is 0.0847.